Dataset: Reaction yield outcomes from USPTO patents with 853,638 reactions. Task: Predict the reaction yield, written as a fraction of the theoretical maximum amount of product (1.0 means a 100% yield; for example, 0.34 means a 34% yield). (1) The reactants are Cl.[CH3:2][N:3]([CH2:5][C:6](Cl)=[O:7])[CH3:4].Cl.Cl.[Cl:11][C:12]1[C:13]([F:38])=[C:14]([NH:18][C:19]2[C:28]3[C:23](=[CH:24][C:25]([O:31][CH:32]4[CH2:37][CH2:36][NH:35][CH2:34][CH2:33]4)=[C:26]([O:29][CH3:30])[CH:27]=3)[N:22]=[CH:21][N:20]=2)[CH:15]=[CH:16][CH:17]=1.C(N(C(C)C)CC)(C)C. The catalyst is C(Cl)Cl. The product is [Cl:11][C:12]1[C:13]([F:38])=[C:14]([NH:18][C:19]2[C:28]3[C:23](=[CH:24][C:25]([O:31][CH:32]4[CH2:37][CH2:36][N:35]([C:6](=[O:7])[CH2:5][N:3]([CH3:4])[CH3:2])[CH2:34][CH2:33]4)=[C:26]([O:29][CH3:30])[CH:27]=3)[N:22]=[CH:21][N:20]=2)[CH:15]=[CH:16][CH:17]=1. The yield is 0.450. (2) The reactants are Cl[C:2]1[N:10]=[C:9]([I:11])[N:8]=[C:7]2[C:3]=1[N:4]=[CH:5][N:6]2[CH2:12][C:13]1[CH:18]=[CH:17][CH:16]=[C:15]([CH2:19][C:20]([O:22][CH3:23])=[O:21])[CH:14]=1.[NH3:24]. The catalyst is C1COCC1. The product is [I:11][C:9]1[N:8]=[C:7]2[C:3]([N:4]=[CH:5][N:6]2[CH2:12][C:13]2[CH:18]=[CH:17][CH:16]=[C:15]([CH2:19][C:20]([O:22][CH3:23])=[O:21])[CH:14]=2)=[C:2]([NH2:24])[N:10]=1. The yield is 0.740. (3) The reactants are [Br:1][C:2]1[CH:3]=[C:4]([N:8]2[CH:12]=[C:11]([C:13](=[O:16])[CH2:14]Cl)[N:10]=[CH:9]2)[CH:5]=[CH:6][CH:7]=1.[OH:17][C:18]1[CH:19]=[N:20][CH:21]=[CH:22][CH:23]=1.C([O-])([O-])=O.[K+].[K+]. The catalyst is CC(C)=O. The product is [Br:1][C:2]1[CH:3]=[C:4]([N:8]2[CH:12]=[C:11]([C:13](=[O:16])[CH2:14][O:17][C:18]3[CH:19]=[N:20][CH:21]=[CH:22][CH:23]=3)[N:10]=[CH:9]2)[CH:5]=[CH:6][CH:7]=1. The yield is 0.250. (4) The reactants are [Cl:1][C:2]1[CH:7]=[CH:6][C:5]([OH:8])=[CH:4][CH:3]=1.F[C:10]1[CH:15]=[CH:14][CH:13]=[CH:12][C:11]=1[N+:16]([O-:18])=[O:17].[Cl:19][C:20]1[CH:33]=[CH:32][C:23]([O:24][C:25]2[CH:31]=[CH:30][CH:29]=[CH:28][C:26]=2[NH2:27])=[CH:22][CH:21]=1.[NH2:34][C:35]1[S:36][CH:37]=[CH:38][N:39]=1. No catalyst specified. The product is [Cl:1][C:2]1[CH:7]=[CH:6][C:5]([O:8][C:10]2[CH:15]=[CH:14][CH:13]=[CH:12][C:11]=2[N+:16]([O-:18])=[O:17])=[CH:4][CH:3]=1.[Cl:19][C:20]1[CH:33]=[CH:32][C:23]([O:24][C:25]2[CH:31]=[CH:30][CH:29]=[CH:28][C:26]=2[NH:27][C:5]([NH:34][C:35]2[S:36][CH:37]=[CH:38][N:39]=2)=[O:8])=[CH:22][CH:21]=1. The yield is 0.710. (5) The reactants are Cl[CH2:2][C:3]1[C:12]([C:13]2[CH:18]=[CH:17][CH:16]=[CH:15][C:14]=2[O:19][CH3:20])=[CH:11][CH:10]=[C:9]2[C:4]=1[C:5]([CH3:23])=[CH:6][C:7]([CH3:22])([CH3:21])[NH:8]2.[C:24]1([OH:30])[CH:29]=[CH:28][CH:27]=[CH:26][CH:25]=1.C(=O)([O-])[O-].[K+].[K+]. The catalyst is CN(C)C=O.C(OCC)(=O)C. The product is [CH3:20][O:19][C:14]1[CH:15]=[CH:16][CH:17]=[CH:18][C:13]=1[C:12]1[C:3]([CH2:2][O:30][C:24]2[CH:29]=[CH:28][CH:27]=[CH:26][CH:25]=2)=[C:4]2[C:9](=[CH:10][CH:11]=1)[NH:8][C:7]([CH3:22])([CH3:21])[CH:6]=[C:5]2[CH3:23]. The yield is 0.390.